This data is from Catalyst prediction with 721,799 reactions and 888 catalyst types from USPTO. The task is: Predict which catalyst facilitates the given reaction. (1) The catalyst class is: 5. Reactant: [CH2:1]([N:8]1[C:12]([C:13]2[CH:18]=[CH:17][C:16]([F:19])=[CH:15][CH:14]=2)=[C:11]([C:20]2[CH:25]=[CH:24][NH:23][C:22](=[O:26])[CH:21]=2)[N:10]=[C:9]1[Cl:27])[C:2]1[CH:7]=[CH:6][CH:5]=[CH:4][CH:3]=1. Product: [CH2:1]([N:8]1[C:12]2[C:11](=[C:20]3[C:21](=[C:18]4[CH:17]=[C:16]([F:19])[CH:15]=[CH:14][C:13]4=2)[C:22](=[O:26])[NH:23][CH:24]=[CH:25]3)[N:10]=[C:9]1[Cl:27])[C:2]1[CH:7]=[CH:6][CH:5]=[CH:4][CH:3]=1. (2) Reactant: [Cl:1][C:2]1[C:9]([OH:10])=[CH:8][C:5]([C:6]#[N:7])=[CH:4][N:3]=1.C(N(CC)C(C)C)(C)C.Cl[CH:21]([O:23][CH:24](C)Cl)C. Product: [Cl:1][C:2]1[C:9]([O:10][CH2:21][O:23][CH3:24])=[CH:8][C:5]([C:6]#[N:7])=[CH:4][N:3]=1. The catalyst class is: 2.